This data is from Full USPTO retrosynthesis dataset with 1.9M reactions from patents (1976-2016). The task is: Predict the reactants needed to synthesize the given product. (1) Given the product [F:8][C:4]1[C:3]([O:9][CH3:10])=[C:2]([C:15]2([OH:14])[CH2:11][CH2:12][CH2:13]2)[CH:7]=[CH:6][CH:5]=1, predict the reactants needed to synthesize it. The reactants are: Br[C:2]1[CH:7]=[CH:6][CH:5]=[C:4]([F:8])[C:3]=1[O:9][CH3:10].[CH2:11]1[CH2:15][O:14][CH2:13][CH2:12]1.C([Mg]Cl)(C)C.C1(=O)CCC1. (2) Given the product [O:36]=[C:33]1[CH2:34][CH:35]2[CH:31]([CH2:30][C:29](=[CH:8][C:6]([O:5][C:1]([CH3:2])([CH3:3])[CH3:4])=[O:7])[CH2:28]2)[CH2:32]1, predict the reactants needed to synthesize it. The reactants are: [C:1]([O:5][C:6]([CH:8]=P(C1C=CC=CC=1)(C1C=CC=CC=1)C1C=CC=CC=1)=[O:7])([CH3:4])([CH3:3])[CH3:2].[CH2:28]1[CH:35]2[CH:31]([CH2:32][C:33](=[O:36])[CH2:34]2)[CH2:30][C:29]1=O. (3) The reactants are: [C:1]1([NH:7][S:8]([C:11]2[CH:16]=[CH:15][C:14]([CH:17]=[CH:18][C:19]([OH:21])=O)=[CH:13][CH:12]=2)(=[O:10])=[O:9])[CH:6]=[CH:5][CH:4]=[CH:3][CH:2]=1.[Cl:22]CCl. Given the product [C:1]1([NH:7][S:8]([C:11]2[CH:16]=[CH:15][C:14]([CH:17]=[CH:18][C:19]([Cl:22])=[O:21])=[CH:13][CH:12]=2)(=[O:10])=[O:9])[CH:6]=[CH:5][CH:4]=[CH:3][CH:2]=1, predict the reactants needed to synthesize it. (4) Given the product [F:18][C:19]1[CH:24]=[CH:23][C:22]([C:2]2[N:6]3[N:7]=[C:8]([O:11][CH:12]4[CH2:17][CH2:16][O:15][CH2:14][CH2:13]4)[CH:9]=[CH:10][C:5]3=[N:4][CH:3]=2)=[CH:21][CH:20]=1, predict the reactants needed to synthesize it. The reactants are: Br[C:2]1[N:6]2[N:7]=[C:8]([O:11][CH:12]3[CH2:17][CH2:16][O:15][CH2:14][CH2:13]3)[CH:9]=[CH:10][C:5]2=[N:4][CH:3]=1.[F:18][C:19]1[CH:24]=[CH:23][C:22](B(O)O)=[CH:21][CH:20]=1.ClCCl.C([O-])([O-])=O.[Na+].[Na+].Cl. (5) Given the product [NH2:1][C:2]1[N:7]=[C:6]([CH:8]([NH:18][C:19](=[O:31])[CH2:20][C:21]2[C:29]3[C:24](=[CH:25][CH:26]=[C:27]([F:30])[CH:28]=3)[NH:23][CH:22]=2)[CH2:9][C:10]2[CH:15]=[C:14]([F:16])[CH:13]=[C:12]([F:17])[CH:11]=2)[C:5]([C:32]2[CH:33]=[CH:34][CH:35]=[C:36]([CH2:37][OH:38])[CH:40]=2)=[CH:4][CH:3]=1, predict the reactants needed to synthesize it. The reactants are: [NH2:1][C:2]1[N:7]=[C:6]([C@@H:8]([NH:18][C:19](=[O:31])[CH2:20][C:21]2[C:29]3[C:24](=[CH:25][CH:26]=[C:27]([F:30])[CH:28]=3)[NH:23][CH:22]=2)[CH2:9][C:10]2[CH:15]=[C:14]([F:16])[CH:13]=[C:12]([F:17])[CH:11]=2)[C:5]([C:32]2[CH:33]=[CH:34][C:35](F)=[C:36]([CH:40]=2)[C:37](N)=[O:38])=[CH:4][CH:3]=1.NC1N=C(C(NC(=O)CC2C3C(=CC=C(F)C=3)NC=2)CC2C=C(F)C=C(F)C=2)C(Br)=CC=1.OCC1C=C(B(O)O)C=CC=1. (6) Given the product [N:15]1[CH:16]=[CH:17][CH:18]=[CH:19][C:14]=1[N:13]1[C:9](=[O:10])[C:4]2=[CH:3][C:2]([Cl:1])=[CH:12][CH:11]=[C:5]2[C:6]1=[O:8], predict the reactants needed to synthesize it. The reactants are: [Cl:1][CH:2]1[CH:12]=[CH:11][CH:5]2[C:6]([O:8][C:9](=[O:10])[CH:4]2[CH2:3]1)=O.[NH2:13][C:14]1[CH:19]=[CH:18][CH:17]=[CH:16][N:15]=1. (7) Given the product [C:3]([C:2]([S:8]([CH2:11][C@:34]([NH:36][S@@:37]([C:39]([CH3:40])([CH3:42])[CH3:41])=[O:38])([C:26]1[CH:27]=[C:28]([N+:31]([O-:33])=[O:32])[CH:29]=[CH:30][C:25]=1[F:24])[CH3:35])(=[O:9])=[O:10])([CH2:5][CH:6]=[CH2:7])[CH3:1])#[N:4], predict the reactants needed to synthesize it. The reactants are: [CH3:1][C:2]([S:8]([CH3:11])(=[O:10])=[O:9])([CH2:5][CH:6]=[CH2:7])[C:3]#[N:4].C([Li])CCC.CCCCCCC.[F:24][C:25]1[CH:30]=[CH:29][C:28]([N+:31]([O-:33])=[O:32])=[CH:27][C:26]=1/[C:34](=[N:36]/[S@@:37]([C:39]([CH3:42])([CH3:41])[CH3:40])=[O:38])/[CH3:35]. (8) Given the product [CH3:1][O:2][C:3]1[CH:8]=[CH:7][C:6]([CH:9]2[CH2:14][CH2:13][CH2:12][NH:11][CH2:10]2)=[C:5]([CH3:15])[CH:4]=1, predict the reactants needed to synthesize it. The reactants are: [CH3:1][O:2][C:3]1[CH:8]=[CH:7][C:6]([C:9]2[CH:10]=[N:11][CH:12]=[CH:13][CH:14]=2)=[C:5]([CH3:15])[CH:4]=1.Cl. (9) Given the product [ClH:23].[CH3:22][N:3]([CH3:2])[CH:4]1[CH2:9][CH2:8][N:7]([C:10](=[O:21])[CH2:11][CH2:12][C:13]2[N:14]([CH2:18][CH2:19][OH:20])[CH:15]=[CH:16][N:17]=2)[CH2:6][CH2:5]1, predict the reactants needed to synthesize it. The reactants are: Cl.[CH3:2][N:3]([CH3:22])[CH:4]1[CH2:9][CH2:8][N:7]([C:10](=[O:21])[CH2:11][CH2:12][C:13]2[N:14]([CH2:18][CH2:19][OH:20])[CH:15]=[CH:16][N:17]=2)[CH2:6][CH2:5]1.[Cl:23]CCl.